Dataset: Full USPTO retrosynthesis dataset with 1.9M reactions from patents (1976-2016). Task: Predict the reactants needed to synthesize the given product. Given the product [CH2:15]([NH:13][C:11](=[O:12])[CH2:10][CH2:9][S:8][S:7][CH2:6][CH2:2][C:3]([NH:5][CH2:15][CH2:16][CH2:17][CH2:18][CH2:19][CH2:20][CH2:21][CH3:22])=[O:4])[CH2:16][CH2:17][CH2:18][CH2:19][CH2:20][CH2:21][CH3:22], predict the reactants needed to synthesize it. The reactants are: C[C:2](C)([CH2:6][S:7][S:8][CH2:9][CH2:10][C:11]([NH2:13])=[O:12])[C:3]([NH2:5])=[O:4].[CH2:15](N)[CH2:16][CH2:17][CH2:18][CH2:19][CH2:20][CH2:21][CH3:22].